Dataset: Full USPTO retrosynthesis dataset with 1.9M reactions from patents (1976-2016). Task: Predict the reactants needed to synthesize the given product. Given the product [CH2:39]([N:5]([CH2:1][CH2:2][CH2:3][CH3:4])[C:6]1[CH:11]=[CH:10][C:9]([CH:12]=[CH:13][C:14]2[S:18][C:17]([CH:19]=[CH:50][C:49]3[C:48]([C:55]4[CH:60]=[CH:59][CH:58]=[CH:57][CH:56]=4)([C:51]([F:54])([F:52])[F:53])[O:47][C:46](=[C:61]([C:64]#[N:65])[C:62]#[N:63])[C:45]=3[C:43]#[N:44])=[CH:16][CH:15]=2)=[C:8]([O:21][Si:22]([C:35]([CH3:38])([CH3:37])[CH3:36])([C:23]2[CH:28]=[CH:27][CH:26]=[CH:25][CH:24]=2)[C:29]2[CH:34]=[CH:33][CH:32]=[CH:31][CH:30]=2)[CH:7]=1)[CH2:40][CH2:41][CH3:42], predict the reactants needed to synthesize it. The reactants are: [CH2:1]([N:5]([CH2:39][CH2:40][CH2:41][CH3:42])[C:6]1[CH:11]=[CH:10][C:9]([CH:12]=[CH:13][C:14]2[S:18][C:17]([CH:19]=O)=[CH:16][CH:15]=2)=[C:8]([O:21][Si:22]([C:35]([CH3:38])([CH3:37])[CH3:36])([C:29]2[CH:34]=[CH:33][CH:32]=[CH:31][CH:30]=2)[C:23]2[CH:28]=[CH:27][CH:26]=[CH:25][CH:24]=2)[CH:7]=1)[CH2:2][CH2:3][CH3:4].[C:43]([C:45]1[C:46](=[C:61]([C:64]#[N:65])[C:62]#[N:63])[O:47][C:48]([C:55]2[CH:60]=[CH:59][CH:58]=[CH:57][CH:56]=2)([C:51]([F:54])([F:53])[F:52])[C:49]=1[CH3:50])#[N:44].